This data is from Full USPTO retrosynthesis dataset with 1.9M reactions from patents (1976-2016). The task is: Predict the reactants needed to synthesize the given product. (1) Given the product [CH3:18][N:2]([CH3:1])[S:3]([N:6]1[C:10]([CH2:11][C:12]2[S:13][CH:14]=[CH:15][CH:16]=2)=[CH:9][N:8]=[CH:7]1)(=[O:5])=[O:4], predict the reactants needed to synthesize it. The reactants are: [CH3:1][N:2]([CH3:18])[S:3]([N:6]1[C:10]([CH:11](O)[C:12]2[S:13][CH:14]=[CH:15][CH:16]=2)=[CH:9][N:8]=[CH:7]1)(=[O:5])=[O:4].ClC1C=CC=C(C(OO)=O)C=1. (2) Given the product [C:1]([C:3]1[CH:8]=[CH:7][C:6]([N:9]2[C@H:13]3[CH2:14][CH2:15][CH2:16][CH2:17][C@@H:12]3[N:11]([C:18]3[CH:26]=[CH:25][C:21]([C:22]([NH:33][CH2:34][CH2:35][OH:36])=[O:24])=[C:20]([F:27])[CH:19]=3)[C:10]2=[O:28])=[CH:5][C:4]=1[C:29]([F:30])([F:31])[F:32])#[N:2], predict the reactants needed to synthesize it. The reactants are: [C:1]([C:3]1[CH:8]=[CH:7][C:6]([N:9]2[C@H:13]3[CH2:14][CH2:15][CH2:16][CH2:17][C@@H:12]3[N:11]([C:18]3[CH:26]=[CH:25][C:21]([C:22]([OH:24])=O)=[C:20]([F:27])[CH:19]=3)[C:10]2=[O:28])=[CH:5][C:4]=1[C:29]([F:32])([F:31])[F:30])#[N:2].[NH2:33][CH2:34][CH2:35][OH:36]. (3) The reactants are: [F:1][C:2]([F:7])([F:6])[C:3]([OH:5])=[O:4].[NH2:8][CH2:9][C:10]([NH:12][C@H:13]([C:18]([N:20]1[CH2:47][CH2:46][CH2:45][C@H:21]1[C:22]([NH:24][CH2:25][CH2:26][CH2:27][NH:28][C:29]1[C:42]2[C:41](=[O:43])[C:40]3[C:35](=[CH:36][CH:37]=[CH:38][CH:39]=3)[C:34](=[O:44])[C:33]=2[CH:32]=[CH:31][CH:30]=1)=[O:23])=[O:19])[CH2:14][CH:15]([CH3:17])[CH3:16])=[O:11].CN([CH:51]=[O:52])C. Given the product [F:1][C:2]([F:7])([F:6])[C:3]([OH:5])=[O:4].[NH2:12][C@H:13]([C:51]([NH:8][CH2:9][C:10]([NH:12][C@H:13]([C:18]([N:20]1[CH2:47][CH2:46][CH2:45][C@H:21]1[C:22]([NH:24][CH2:25][CH2:26][CH2:27][NH:28][C:29]1[C:42]2[C:41](=[O:43])[C:40]3[C:35](=[CH:36][CH:37]=[CH:38][CH:39]=3)[C:34](=[O:44])[C:33]=2[CH:32]=[CH:31][CH:30]=1)=[O:23])=[O:19])[CH2:14][CH:15]([CH3:17])[CH3:16])=[O:11])=[O:52])[CH2:14][CH2:15][CH2:2][CH3:3], predict the reactants needed to synthesize it. (4) Given the product [C:21]([C:17]1[CH:18]=[CH:19][C:20]2[N:8]([C:4]3[CH:3]=[C:2]([NH:44][C:41]4[CH:40]=[CH:39][C:38]([C:35]5[CH:36]=[CH:37][C:32]([CH2:29][CH2:30][CH3:31])=[CH:33][CH:34]=5)=[CH:43][CH:42]=4)[CH:7]=[CH:6][CH:5]=3)[C:9]3[C:14]([C:15]=2[CH:16]=1)=[CH:13][C:12]([C:25]([CH3:26])([CH3:28])[CH3:27])=[CH:11][CH:10]=3)([CH3:22])([CH3:24])[CH3:23], predict the reactants needed to synthesize it. The reactants are: Br[C:2]1[CH:3]=[C:4]([N:8]2[C:20]3[CH:19]=[CH:18][C:17]([C:21]([CH3:24])([CH3:23])[CH3:22])=[CH:16][C:15]=3[C:14]3[C:9]2=[CH:10][CH:11]=[C:12]([C:25]([CH3:28])([CH3:27])[CH3:26])[CH:13]=3)[CH:5]=[CH:6][CH:7]=1.[CH2:29]([C:32]1[CH:37]=[CH:36][C:35]([C:38]2[CH:43]=[CH:42][C:41]([NH2:44])=[CH:40][CH:39]=2)=[CH:34][CH:33]=1)[CH2:30][CH3:31].C(P(C(C)(C)C)C(C)(C)C)(C)(C)C.CC(C)([O-])C.[Na+].C1C2NC3C(=CC=CC=3)C=2C=CC=1. (5) Given the product [C:12]([O:11][C:9]([N:4]1[CH2:5][CH2:6][C@H:7]([NH2:23])[C@H:2]([F:1])[CH2:3]1)=[O:10])([CH3:15])([CH3:14])[CH3:13], predict the reactants needed to synthesize it. The reactants are: [F:1][CH:2]1[C:7](=O)[CH2:6][CH2:5][N:4]([C:9]([O:11][C:12]([CH3:15])([CH3:14])[CH3:13])=[O:10])[CH2:3]1.C([NH2:23])C1C=CC=CC=1.C(O[BH-](OC(=O)C)OC(=O)C)(=O)C.[Na+]. (6) Given the product [CH3:1][O:2][C:3](=[O:17])[C:4]1[CH:5]=[C:6]([S:13]([CH3:16])(=[O:15])=[O:14])[CH:7]=[C:8]([NH2:10])[CH:9]=1, predict the reactants needed to synthesize it. The reactants are: [CH3:1][O:2][C:3](=[O:17])[C:4]1[CH:9]=[C:8]([N+:10]([O-])=O)[CH:7]=[C:6]([S:13]([CH3:16])(=[O:15])=[O:14])[CH:5]=1.